This data is from Forward reaction prediction with 1.9M reactions from USPTO patents (1976-2016). The task is: Predict the product of the given reaction. (1) The product is: [CH3:27][C:21]([N:9]1[CH2:10][CH2:11][C:5]2([C:4](=[O:12])[NH:3][CH:2]([CH3:1])[CH2:6]2)[CH2:7][CH2:8]1)([CH3:28])[C:22]([O:24][CH2:25][CH3:26])=[O:23]. Given the reactants [CH3:1][CH:2]1[CH2:6][C:5]2([CH2:11][CH2:10][NH:9][CH2:8][CH2:7]2)[C:4](=[O:12])[NH:3]1.C(N(CC)CC)C.Br[C:21]([CH3:28])([CH3:27])[C:22]([O:24][CH2:25][CH3:26])=[O:23], predict the reaction product. (2) The product is: [Cl:22][C:23]1[CH:24]=[C:25]([C:29]2[C:32]([CH3:33])=[N:21][C:17]3[N:18]([N:19]=[CH:20][C:16]=3[C:4]3[CH:5]=[C:6]([N:9]4[CH2:14][CH2:13][N:12]([CH3:15])[CH2:11][CH2:10]4)[CH:7]=[CH:8][C:3]=3[O:2][CH3:1])[C:30]=2[NH2:31])[CH:26]=[CH:27][CH:28]=1. Given the reactants [CH3:1][O:2][C:3]1[CH:8]=[CH:7][C:6]([N:9]2[CH2:14][CH2:13][N:12]([CH3:15])[CH2:11][CH2:10]2)=[CH:5][C:4]=1[C:16]1[CH:20]=[N:19][NH:18][C:17]=1[NH2:21].[Cl:22][C:23]1[CH:24]=[C:25]([CH:29]([C:32](=O)[CH3:33])[C:30]#[N:31])[CH:26]=[CH:27][CH:28]=1, predict the reaction product. (3) Given the reactants Br[C:2]1[CH:7]=[CH:6][C:5]([C:8]([N:10]2[CH2:15][CH2:14][CH:13]([C:16](=[O:24])[C:17]3[CH:22]=[CH:21][C:20]([Cl:23])=[CH:19][CH:18]=3)[CH2:12][CH2:11]2)=[O:9])=[C:4]([S:25]([CH3:28])(=[O:27])=[O:26])[CH:3]=1.[O:29]=[C:30]1[NH:34][C@H:33]([CH2:35][O:36][C:37](=[O:44])[C:38]2[CH:43]=[CH:42][CH:41]=[CH:40][CH:39]=2)[CH2:32][O:31]1, predict the reaction product. The product is: [Cl:23][C:20]1[CH:21]=[CH:22][C:17]([C:16]([CH:13]2[CH2:14][CH2:15][N:10]([C:8]([C:5]3[CH:6]=[CH:7][C:2]([N:34]4[C@H:33]([CH2:35][O:36][C:37](=[O:44])[C:38]5[CH:43]=[CH:42][CH:41]=[CH:40][CH:39]=5)[CH2:32][O:31][C:30]4=[O:29])=[CH:3][C:4]=3[S:25]([CH3:28])(=[O:27])=[O:26])=[O:9])[CH2:11][CH2:12]2)=[O:24])=[CH:18][CH:19]=1. (4) The product is: [OH:24][C:19]1([C:20]([F:21])([F:22])[F:23])[CH:18]([O:25][CH3:26])[C:17](=[O:16])[NH:13][C:10]2[NH:11][N:12]=[C:8]([C:4]3[CH:5]=[CH:6][CH:7]=[CH:2][CH:3]=3)[C:9]1=2. Given the reactants F[C:2]1[CH:3]=[C:4]([C:8]2[CH:9]=[C:10]([NH2:13])[NH:11][N:12]=2)[CH:5]=[CH:6][CH:7]=1.C([O:16][C:17](=O)[CH:18]([O:25][CH3:26])[C:19](=[O:24])[C:20]([F:23])([F:22])[F:21])C, predict the reaction product.